This data is from Full USPTO retrosynthesis dataset with 1.9M reactions from patents (1976-2016). The task is: Predict the reactants needed to synthesize the given product. (1) Given the product [O:41]1[C:40]2[CH:44]=[CH:45][C:37]([CH2:36][N:11]([CH2:10][C:8]3[CH:7]=[CH:6][C:5]4[O:1][CH2:2][O:3][C:4]=4[CH:9]=3)[CH2:12][CH2:13][C:14]3[N:15]([CH2:31][CH2:32][CH2:33][CH3:34])[C:16]([C:25]4[CH:30]=[CH:29][CH:28]=[CH:27][CH:26]=4)=[N:17][C:18]=3[C:19]3[CH:20]=[CH:21][CH:22]=[CH:23][CH:24]=3)=[CH:38][C:39]=2[O:43][CH2:42]1, predict the reactants needed to synthesize it. The reactants are: [O:1]1[C:5]2[CH:6]=[CH:7][C:8]([CH2:10][N:11]([CH2:36][C:37]3[CH:45]=[CH:44][C:40]4[O:41][CH2:42][O:43][C:39]=4[CH:38]=3)[C:12](=O)[CH2:13][C:14]3[N:15]([CH2:31][CH2:32][CH2:33][CH3:34])[C:16]([C:25]4[CH:30]=[CH:29][CH:28]=[CH:27][CH:26]=4)=[N:17][C:18]=3[C:19]3[CH:24]=[CH:23][CH:22]=[CH:21][CH:20]=3)=[CH:9][C:4]=2[O:3][CH2:2]1.[H-].[Al+3].[Li+].[H-].[H-].[H-].[OH-].[Na+].S([O-])([O-])(=O)=O.[Mg+2]. (2) Given the product [NH2:1][C:2]1[N:3]=[C:4]([N:13]2[CH2:18][CH2:17][N:16]([C:19](=[O:29])[CH2:20][O:21][C:22]3[CH:27]=[CH:26][C:25]([Cl:28])=[CH:24][CH:23]=3)[CH2:15][CH2:14]2)[C:5]2[N:10]=[C:9]([S:11]([CH3:12])=[O:38])[S:8][C:6]=2[N:7]=1, predict the reactants needed to synthesize it. The reactants are: [NH2:1][C:2]1[N:3]=[C:4]([N:13]2[CH2:18][CH2:17][N:16]([C:19](=[O:29])[CH2:20][O:21][C:22]3[CH:27]=[CH:26][C:25]([Cl:28])=[CH:24][CH:23]=3)[CH2:15][CH2:14]2)[C:5]2[N:10]=[C:9]([S:11][CH3:12])[S:8][C:6]=2[N:7]=1.C1C=C(Cl)C=C(C(OO)=[O:38])C=1. (3) Given the product [N:15]([C:19]1[CH:18]=[CH:31][C:27]([C:28]([OH:30])=[O:29])=[C:26]([N+:33]([O-:35])=[O:34])[CH:25]=1)=[C:8]=[S:9], predict the reactants needed to synthesize it. The reactants are: C(N(CC)CC)C.[C:8]([N:15]1[CH:19]=[CH:18]N=C1)(N1C=CN=C1)=[S:9].C(Cl)Cl.NC1C=[CH:31][C:27]([C:28]([OH:30])=[O:29])=[C:26]([N+:33]([O-:35])=[O:34])[CH:25]=1. (4) Given the product [ClH:16].[NH2:8][C@H:6]1[CH2:7][C@@H:3]([CH2:2][OH:1])[CH:4]=[CH:5]1, predict the reactants needed to synthesize it. The reactants are: [OH:1][CH2:2][C@@H:3]1[CH2:7][C@H:6]([NH:8]C(=O)OC(C)(C)C)[CH:5]=[CH:4]1.[ClH:16]. (5) Given the product [CH2:1]([C:4]1[CH:9]=[CH:8][C:7]([OH:10])=[CH:6][CH:5]=1)[CH:2]=[CH2:3], predict the reactants needed to synthesize it. The reactants are: [CH2:1]([C:4]1[CH:9]=[CH:8][C:7]([O:10]C)=[CH:6][CH:5]=1)[CH:2]=[CH2:3].B(Br)(Br)Br. (6) Given the product [F:39][C:33]1[C:34]([F:38])=[CH:35][CH:36]=[CH:37][C:32]=1[O:31][CH2:30][CH2:29][N:18]1[CH2:19][CH2:20][C:15]([CH2:14][CH2:13][CH2:12][C:11]2[C:10]3[C:5](=[CH:6][CH:7]=[C:8]([O:26][CH3:27])[CH:9]=3)[N:4]=[CH:3][C:2]=2[F:1])([C:21]([O:23][CH2:24][CH3:25])=[O:22])[CH2:16][CH2:17]1, predict the reactants needed to synthesize it. The reactants are: [F:1][C:2]1[CH:3]=[N:4][C:5]2[C:10]([C:11]=1[CH2:12][CH2:13][CH2:14][C:15]1([C:21]([O:23][CH2:24][CH3:25])=[O:22])[CH2:20][CH2:19][NH:18][CH2:17][CH2:16]1)=[CH:9][C:8]([O:26][CH3:27])=[CH:7][CH:6]=2.Br[CH2:29][CH2:30][O:31][C:32]1[CH:37]=[CH:36][CH:35]=[C:34]([F:38])[C:33]=1[F:39].[I-].[K+].C(=O)([O-])[O-].[K+].[K+]. (7) The reactants are: [Br:1][C:2]1[CH:7]=[CH:6][C:5]([O:8][CH3:9])=[CH:4][C:3]=1[CH2:10][CH2:11][C:12]([C:14]1[CH:19]=[CH:18][CH:17]=[CH:16][CH:15]=1)=[O:13].Cl[Si](C)(C)[CH3:22].[C:25]([O-:28])(O)=O.[Na+]. Given the product [Br:1][C:2]1[CH:7]=[CH:6][C:5]([O:8][CH3:9])=[CH:4][C:3]=1[CH2:10][CH2:11][C:12]1([C:14]2[CH:15]=[CH:16][CH:17]=[CH:18][CH:19]=2)[O:28][CH2:25][CH2:22][O:13]1, predict the reactants needed to synthesize it. (8) Given the product [O:12]([CH2:11][CH:8]1[O:9][CH2:10][CH:5]([CH2:4][NH2:1])[CH2:6][CH2:7]1)[C:13]1[CH:14]=[CH:15][CH:16]=[CH:17][CH:18]=1, predict the reactants needed to synthesize it. The reactants are: [N:1]([CH2:4][CH:5]1[CH2:10][O:9][CH:8]([CH2:11][O:12][C:13]2[CH:18]=[CH:17][CH:16]=[CH:15][CH:14]=2)[CH2:7][CH2:6]1)=[N+]=[N-].[H-].[H-].[H-].[H-].[Li+].[Al+3].